Dataset: Peptide-MHC class I binding affinity with 185,985 pairs from IEDB/IMGT. Task: Regression. Given a peptide amino acid sequence and an MHC pseudo amino acid sequence, predict their binding affinity value. This is MHC class I binding data. (1) The peptide sequence is ELRENTQTTI. The MHC is HLA-A02:01 with pseudo-sequence HLA-A02:01. The binding affinity (normalized) is 0.249. (2) The peptide sequence is FLGKIWPSHK. The MHC is HLA-A68:02 with pseudo-sequence HLA-A68:02. The binding affinity (normalized) is 0.